Dataset: Forward reaction prediction with 1.9M reactions from USPTO patents (1976-2016). Task: Predict the product of the given reaction. (1) Given the reactants C(OC([NH:8][C@H:9]([CH:33]([CH3:35])[CH3:34])[C:10]([O:12][C:13]1[CH:18]=[C:17]([F:19])[CH:16]=[CH:15][C:14]=1/[CH:20]=[C:21]1\[C:22](=[O:32])[N:23]=[C:24]([N:26]2[CH2:31][CH2:30][CH2:29][CH2:28][NH:27]2)[S:25]\1)=[O:11])=O)(C)(C)C.[ClH:36], predict the reaction product. The product is: [ClH:36].[ClH:36].[NH2:8][C@H:9]([CH:33]([CH3:35])[CH3:34])[C:10]([O:12][C:13]1[CH:18]=[C:17]([F:19])[CH:16]=[CH:15][C:14]=1/[CH:20]=[C:21]1\[C:22](=[O:32])[N:23]=[C:24]([N:26]2[CH2:31][CH2:30][CH2:29][CH2:28][NH:27]2)[S:25]\1)=[O:11]. (2) Given the reactants Br[C:2]1[N:3]=[C:4]([CH:7]([O:20][Si:21]([C:24]([CH3:27])([CH3:26])[CH3:25])([CH3:23])[CH3:22])[CH2:8][CH2:9][CH2:10][CH2:11][CH2:12][CH2:13][C:14]2[CH:19]=[CH:18][CH:17]=[CH:16][CH:15]=2)[O:5][CH:6]=1.C([Sn](CCCC)(CCCC)[C:33]1[CH:34]=[N:35][CH:36]=[CH:37][CH:38]=1)CCC, predict the reaction product. The product is: [Si:21]([O:20][CH:7]([C:4]1[O:5][CH:6]=[C:2]([C:33]2[CH:34]=[N:35][CH:36]=[CH:37][CH:38]=2)[N:3]=1)[CH2:8][CH2:9][CH2:10][CH2:11][CH2:12][CH2:13][C:14]1[CH:19]=[CH:18][CH:17]=[CH:16][CH:15]=1)([C:24]([CH3:27])([CH3:26])[CH3:25])([CH3:23])[CH3:22]. (3) Given the reactants [CH2:1]([C@@H:3]1[CH2:8][N:7]([CH3:9])[CH2:6][CH2:5][N:4]1[C:10]1[N:14]([CH3:15])[N:13]=[CH:12][C:11]=1[NH2:16])[CH3:2].C(OC([NH:24][C:25]1[S:29][C:28]([C:30]2[C:35]([F:36])=[CH:34][CH:33]=[CH:32][C:31]=2[F:37])=[N:27][C:26]=1[C:38](O)=[O:39])=O)(C)(C)C, predict the reaction product. The product is: [NH2:24][C:25]1[S:29][C:28]([C:30]2[C:35]([F:36])=[CH:34][CH:33]=[CH:32][C:31]=2[F:37])=[N:27][C:26]=1[C:38]([NH:16][C:11]1[CH:12]=[N:13][N:14]([CH3:15])[C:10]=1[N:4]1[CH2:5][CH2:6][N:7]([CH3:9])[CH2:8][C@H:3]1[CH2:1][CH3:2])=[O:39]. (4) Given the reactants [Si]([O:8][C@H:9]([C@H:32]1[CH2:36][C@@H:35]([O:37][CH2:38][CH2:39][CH3:40])[CH2:34][N:33]1C(OC(C)(C)C)=O)[C@@H:10]([NH:20][C:21](=[O:31])[C:22]1[CH:27]=[CH:26][CH:25]=[C:24]([C:28](=[O:30])[NH2:29])[CH:23]=1)[CH2:11][C:12]1[CH:17]=[C:16]([F:18])[CH:15]=[C:14]([F:19])[CH:13]=1)(C(C)(C)C)(C)C.[Si](O[C@H]([C@H]1C[C@@H](OCCC)CN1C(OC(C)(C)C)=O)[C@@H](NC(=O)C1C=C(C)C=C(C(N2[CH2:82][CH2:81][CH2:80][C@@H:79]2[CH2:83][O:84][CH3:85])=O)C=1)CC1C=C(F)C=C(F)C=1)(C(C)(C)C)(C)C.[C:103](OC(N1C[C@H](OCCC)C[C@@H]1[C@@H](O[Si](C(C)(C)C)(C)C)[C@@H](NC(C1C=C(C=C(C)C=1)C(O)=O)=O)CC1C=C(F)C=C(F)C=1)=O)(C)(C)C.CCN(C(C)C)C(C)C.CN(C(ON1N=NC2C=CC=NC1=2)=[N+](C)C)C.F[P-](F)(F)(F)(F)F.COC[C@H]1CCCN1, predict the reaction product. The product is: [F:19][C:14]1[CH:13]=[C:12]([CH2:11][C@H:10]([NH:20][C:21](=[O:31])[C:22]2[CH:27]=[C:26]([CH3:103])[CH:25]=[C:24]([C:28]([N:29]3[CH2:82][CH2:81][CH2:80][C@@H:79]3[CH2:83][O:84][CH3:85])=[O:30])[CH:23]=2)[C@H:9]([OH:8])[C@H:32]2[CH2:36][C@@H:35]([O:37][CH2:38][CH2:39][CH3:40])[CH2:34][NH:33]2)[CH:17]=[C:16]([F:18])[CH:15]=1. (5) Given the reactants [Br:1][C:2]1[CH:3]=[C:4]2[C:11]3([C:15](=[O:16])[N:14]([CH2:17][CH3:18])[C:13](SCC)=[N:12]3)[CH2:10][CH:9]([C:22]3[CH:27]=[CH:26][CH:25]=[CH:24][CH:23]=3)[O:8][C:5]2=[CH:6][CH:7]=1.[NH4+:28].[I-].N.CCO, predict the reaction product. The product is: [NH2:28][C:13]1[N:14]([CH2:17][CH3:18])[C:15](=[O:16])[C:11]2([C:4]3[C:5](=[CH:6][CH:7]=[C:2]([Br:1])[CH:3]=3)[O:8][CH:9]([C:22]3[CH:27]=[CH:26][CH:25]=[CH:24][CH:23]=3)[CH2:10]2)[N:12]=1. (6) Given the reactants [F:1][C:2]1[CH:7]=[CH:6][C:5]([CH:8]=[CH:9][CH2:10][CH2:11][CH2:12][CH2:13][CH2:14][CH2:15][CH2:16][C:17]([OH:19])=O)=[CH:4][CH:3]=1.C(Cl)(=O)C([Cl:23])=O, predict the reaction product. The product is: [F:1][C:2]1[CH:7]=[CH:6][C:5]([CH:8]=[CH:9][CH2:10][CH2:11][CH2:12][CH2:13][CH2:14][CH2:15][CH2:16][C:17]([Cl:23])=[O:19])=[CH:4][CH:3]=1. (7) Given the reactants [F:1][C:2]1([F:54])[CH2:7][CH2:6][CH:5]([C:8]2[C:17]3[C@@H:16]([OH:18])[CH2:15][C:14]([CH3:20])([CH3:19])[CH2:13][C:12]=3[N:11]=[C:10]([CH:21]3[CH2:26][CH2:25][N:24]([C:27]4[N:32]=[CH:31][C:30]([O:33][CH2:34][C@H:35]5[CH2:39][O:38]C(C)(C)[O:36]5)=[CH:29][N:28]=4)[CH2:23][CH2:22]3)[C:9]=2[C@@H:42]([F:53])[C:43]2[CH:48]=[CH:47][C:46]([C:49]([F:52])([F:51])[F:50])=[CH:45][CH:44]=2)[CH2:4][CH2:3]1.Cl.[OH-].[Na+].[Cl-].[Na+], predict the reaction product. The product is: [F:54][C:2]1([F:1])[CH2:3][CH2:4][CH:5]([C:8]2[C:17]3[C@@H:16]([OH:18])[CH2:15][C:14]([CH3:19])([CH3:20])[CH2:13][C:12]=3[N:11]=[C:10]([CH:21]3[CH2:26][CH2:25][N:24]([C:27]4[N:32]=[CH:31][C:30]([O:33][CH2:34][C@H:35]([OH:36])[CH2:39][OH:38])=[CH:29][N:28]=4)[CH2:23][CH2:22]3)[C:9]=2[C@@H:42]([F:53])[C:43]2[CH:48]=[CH:47][C:46]([C:49]([F:50])([F:52])[F:51])=[CH:45][CH:44]=2)[CH2:6][CH2:7]1. (8) Given the reactants [CH3:1][O:2][C:3]1[C:8]([O:9][CH2:10][CH2:11][N:12]([CH2:20][CH:21]([OH:37])[CH2:22][O:23][C:24]2[C:29]3[C:30]4[C:35]([NH:36][C:28]=3[CH:27]=[CH:26][CH:25]=2)=[CH:34][CH:33]=[CH:32][CH:31]=4)CC2C=CC=CC=2)=[CH:7][CH:6]=[CH:5][CH:4]=1.C(OCC)(=O)C, predict the reaction product. The product is: [CH3:1][O:2][C:3]1[CH:4]=[CH:5][CH:6]=[CH:7][C:8]=1[O:9][CH2:10][CH2:11][NH:12][CH2:20][CH:21]([OH:37])[CH2:22][O:23][C:24]1[CH:25]=[CH:26][CH:27]=[C:28]2[NH:36][C:35]3[CH:34]=[CH:33][CH:32]=[CH:31][C:30]=3[C:29]=12.